From a dataset of Catalyst prediction with 721,799 reactions and 888 catalyst types from USPTO. Predict which catalyst facilitates the given reaction. (1) Reactant: [C:1]([N:4]1[CH2:9][CH2:8][N:7]([C:10]2[CH:15]=[CH:14][C:13]([NH:16][C:17]3[N:22]=[C:21]([NH:23][CH2:24][CH:25]4[CH2:30][CH2:29][NH:28][CH2:27][CH2:26]4)[C:20]([C:31]([NH2:33])=[O:32])=[CH:19][N:18]=3)=[CH:12][CH:11]=2)[CH2:6][CH2:5]1)(=[O:3])[CH3:2].[O:34]([C:36]#[N:37])[K]. Product: [C:1]([N:4]1[CH2:5][CH2:6][N:7]([C:10]2[CH:11]=[CH:12][C:13]([NH:16][C:17]3[N:22]=[C:21]([NH:23][CH2:24][CH:25]4[CH2:30][CH2:29][N:28]([C:36](=[O:34])[NH2:37])[CH2:27][CH2:26]4)[C:20]([C:31]([NH2:33])=[O:32])=[CH:19][N:18]=3)=[CH:14][CH:15]=2)[CH2:8][CH2:9]1)(=[O:3])[CH3:2]. The catalyst class is: 15. (2) Product: [F:12][C:11]([F:14])([F:13])[C:10]1[N:7]=[C:2]2[CH:3]=[N:4][CH:5]=[CH:6][N:1]2[CH:9]=1. The catalyst class is: 8. Reactant: [N:1]1[CH:6]=[CH:5][N:4]=[CH:3][C:2]=1[NH2:7].Br[CH2:9][C:10](=O)[C:11]([F:14])([F:13])[F:12]. (3) Reactant: [F:1][C:2]1[CH:3]=[C:4]([N:8]2[C@@:12]3([CH2:17][CH2:16][N:15]([CH2:18][C:19]4[CH:24]=[CH:23][CH:22]=[C:21]([O:25][CH:26]([CH3:28])[CH3:27])[CH:20]=4)[C@@H:14]([CH3:29])[CH2:13]3)[CH2:11][NH:10][S:9]2(=[O:31])=[O:30])[CH:5]=[CH:6][CH:7]=1.[H-].[Na+].[CH3:34]I. Product: [F:1][C:2]1[CH:3]=[C:4]([N:8]2[C@@:12]3([CH2:17][CH2:16][N:15]([CH2:18][C:19]4[CH:24]=[CH:23][CH:22]=[C:21]([O:25][CH:26]([CH3:27])[CH3:28])[CH:20]=4)[C@@H:14]([CH3:29])[CH2:13]3)[CH2:11][N:10]([CH3:34])[S:9]2(=[O:31])=[O:30])[CH:5]=[CH:6][CH:7]=1. The catalyst class is: 18. (4) Reactant: [NH2:1][C:2]1[CH:12]=[CH:11][C:5]([C:6]([N:8]([CH3:10])[CH3:9])=O)=[C:4]([Cl:13])[CH:3]=1.[H-].[H-].[H-].[H-].[Li+].[Al+3]. Product: [Cl:13][C:4]1[CH:3]=[C:2]([NH2:1])[CH:12]=[CH:11][C:5]=1[CH2:6][N:8]([CH3:9])[CH3:10]. The catalyst class is: 1.